Dataset: Full USPTO retrosynthesis dataset with 1.9M reactions from patents (1976-2016). Task: Predict the reactants needed to synthesize the given product. (1) Given the product [C:1]([O:5][C:6](=[O:22])[NH:7][C:8]1[CH:13]=[CH:12][C:11]([C:14]2[CH:15]=[CH:16][NH:17][N:24]=2)=[C:10]([Cl:21])[CH:9]=1)([CH3:4])([CH3:3])[CH3:2], predict the reactants needed to synthesize it. The reactants are: [C:1]([O:5][C:6](=[O:22])[NH:7][C:8]1[CH:13]=[CH:12][C:11]([C:14](=O)[CH:15]=[CH:16][N:17](C)C)=[C:10]([Cl:21])[CH:9]=1)([CH3:4])([CH3:3])[CH3:2].O.[NH2:24]N. (2) Given the product [Br:24][C:25]1[C:26]([O:38][CH3:39])=[CH:27][C:28]([C:33]2[O:34][C:35]([C:16](=[O:17])[CH:15]([C:12]3[CH:11]=[CH:10][C:9]([C:7]4[O:8][C:4]([CH:1]5[CH2:2][CH2:3]5)=[N:5][N:6]=4)=[CH:14][CH:13]=3)[O:22][CH3:23])=[CH:36][CH:37]=2)=[CH:29][C:30]=1[O:31][CH3:32], predict the reactants needed to synthesize it. The reactants are: [CH:1]1([C:4]2[O:8][C:7]([C:9]3[CH:14]=[CH:13][C:12]([CH:15]([O:22][CH3:23])[C:16](N(OC)C)=[O:17])=[CH:11][CH:10]=3)=[N:6][N:5]=2)[CH2:3][CH2:2]1.[Br:24][C:25]1[C:30]([O:31][CH3:32])=[CH:29][C:28]([C:33]2[O:34][CH:35]=[CH:36][CH:37]=2)=[CH:27][C:26]=1[O:38][CH3:39]. (3) Given the product [C:25]1([S:22]([C:18]2[CH:17]=[C:16]3[C:21](=[CH:20][CH:19]=2)[CH:12]([NH:11][CH2:10][CH2:9][NH:7][CH3:6])[CH2:13][CH2:14][CH2:15]3)(=[O:23])=[O:24])[CH:26]=[CH:27][CH:28]=[CH:29][CH:30]=1, predict the reactants needed to synthesize it. The reactants are: C(O[C:6](=O)[N:7]([CH2:9][CH2:10][NH:11][CH:12]1[C:21]2[C:16](=[CH:17][C:18]([S:22]([C:25]3[CH:30]=[CH:29][CH:28]=[CH:27][CH:26]=3)(=[O:24])=[O:23])=[CH:19][CH:20]=2)[CH2:15][CH2:14][CH2:13]1)C)(C)(C)C.Cl. (4) Given the product [ClH:1].[ClH:28].[Cl:28][C:29]1[CH:34]=[C:33]([C:2]2[N:3]=[C:4]3[C:9](=[CH:10][CH:11]=2)[N:8]=[CH:7][C:6]([C:12](=[O:14])[CH3:13])=[C:5]3[NH:15][C:16]2[CH:17]=[N:18][C:19]([O:22][CH2:23][CH2:24][N:25]([CH3:26])[CH3:27])=[CH:20][CH:21]=2)[CH:32]=[C:31]([O:44][CH3:45])[C:30]=1[OH:46], predict the reactants needed to synthesize it. The reactants are: [Cl:1][C:2]1[N:3]=[C:4]2[C:9](=[CH:10][CH:11]=1)[N:8]=[CH:7][C:6]([C:12](=[O:14])[CH3:13])=[C:5]2[NH:15][C:16]1[CH:17]=[N:18][C:19]([O:22][CH2:23][CH2:24][N:25]([CH3:27])[CH3:26])=[CH:20][CH:21]=1.[Cl:28][C:29]1[CH:34]=[C:33](B2OC(C)(C)C(C)(C)O2)[CH:32]=[C:31]([O:44][CH3:45])[C:30]=1[OH:46].C1(N)C(F)=C(F)C(F)=C(N)C=1F.Cl.Cl.